Dataset: Peptide-MHC class I binding affinity with 185,985 pairs from IEDB/IMGT. Task: Regression. Given a peptide amino acid sequence and an MHC pseudo amino acid sequence, predict their binding affinity value. This is MHC class I binding data. (1) The peptide sequence is HAEMQNPVY. The MHC is HLA-A66:01 with pseudo-sequence HLA-A66:01. The binding affinity (normalized) is 0.213. (2) The peptide sequence is SKQYIHCFRK. The MHC is HLA-A33:01 with pseudo-sequence HLA-A33:01. The binding affinity (normalized) is 0.0601. (3) The peptide sequence is YMKERFTVL. The MHC is BoLA-T2b with pseudo-sequence BoLA-T2b. The binding affinity (normalized) is 0.156. (4) The peptide sequence is RRRPVTRPL. The MHC is HLA-C07:01 with pseudo-sequence HLA-C07:01. The binding affinity (normalized) is 0.0847.